Predict the product of the given reaction. From a dataset of Forward reaction prediction with 1.9M reactions from USPTO patents (1976-2016). (1) Given the reactants [O:1]=[C:2]1[NH:7][N:6]=[C:5]([C:8]2[CH:15]=[CH:14][C:11]([C:12]#[N:13])=[CH:10][CH:9]=2)[CH:4]=[CH:3]1.C(=O)([O-])[O-].[K+].[K+].[Cl-].[OH:23][NH3+:24], predict the reaction product. The product is: [OH:23][NH:24][C:12](=[NH:13])[C:11]1[CH:10]=[CH:9][C:8]([C:5]2[CH:4]=[CH:3][C:2](=[O:1])[NH:7][N:6]=2)=[CH:15][CH:14]=1. (2) The product is: [CH3:47][S:44]([NH:43][C:41]([C:34]1[CH:35]=[C:36]2[C:31](=[CH:32][CH:33]=1)[NH:30][CH:29]([C:25]1[CH:24]=[C:23]([NH:22][C:7]([C:2]3[CH:3]=[N:4][CH:5]=[CH:6][N:1]=3)=[O:9])[CH:28]=[CH:27][CH:26]=1)[C:38]([CH3:40])([CH3:39])[CH2:37]2)=[O:42])(=[O:45])=[O:46]. Given the reactants [N:1]1[CH:6]=[CH:5][N:4]=[CH:3][C:2]=1[C:7]([OH:9])=O.C(N1C=CN=C1)(N1C=CN=C1)=O.[NH2:22][C:23]1[CH:24]=[C:25]([CH:29]2[C:38]([CH3:40])([CH3:39])[CH2:37][C:36]3[C:31](=[CH:32][CH:33]=[C:34]([C:41]([NH:43][S:44]([CH3:47])(=[O:46])=[O:45])=[O:42])[CH:35]=3)[NH:30]2)[CH:26]=[CH:27][CH:28]=1, predict the reaction product. (3) Given the reactants [CH3:1][S:2](Cl)(=[O:4])=[O:3].FC(F)(F)C(O)=O.[NH2:13][C:14]1[CH:15]=[C:16]([NH:20][C:21](=[O:38])[C:22]([NH:24][C:25]2[CH:30]=[CH:29][C:28]([C:31]3[O:35][CH:34]=[N:33][CH:32]=3)=[C:27]([O:36][CH3:37])[CH:26]=2)=[O:23])[CH:17]=[CH:18][CH:19]=1.C(N(CC)CC)C, predict the reaction product. The product is: [CH3:1][S:2]([NH:13][C:14]1[CH:15]=[C:16]([NH:20][C:21](=[O:38])[C:22]([NH:24][C:25]2[CH:30]=[CH:29][C:28]([C:31]3[O:35][CH:34]=[N:33][CH:32]=3)=[C:27]([O:36][CH3:37])[CH:26]=2)=[O:23])[CH:17]=[CH:18][CH:19]=1)(=[O:4])=[O:3].